This data is from Full USPTO retrosynthesis dataset with 1.9M reactions from patents (1976-2016). The task is: Predict the reactants needed to synthesize the given product. (1) Given the product [Si:1]([O:8][C@@H:9]([C:27]([F:35])([F:34])[C:28]1[CH:29]=[CH:30][CH:31]=[CH:32][CH:33]=1)/[CH:10]=[CH:11]/[C@@H:12]1[NH:16][C:15](=[O:26])[CH2:14][CH2:13]1)([C:4]([CH3:7])([CH3:6])[CH3:5])([CH3:3])[CH3:2], predict the reactants needed to synthesize it. The reactants are: [Si:1]([O:8][C@@H:9]([C:27]([F:35])([F:34])[C:28]1[CH:33]=[CH:32][CH:31]=[CH:30][CH:29]=1)/[CH:10]=[CH:11]/[C@@H:12]1[N:16](CC2C=CC(OC)=CC=2)[C:15](=[O:26])[CH2:14][CH2:13]1)([C:4]([CH3:7])([CH3:6])[CH3:5])([CH3:3])[CH3:2].[H-].[Na+].BrCCCCCCC(OC(C)C)=O.[Na+].[I-]. (2) Given the product [Cl:9][C:10]1[N:18]=[C:17]2[C:13]([N:14]=[C:15]([CH3:19])[N:16]2[CH3:7])=[C:12]([Cl:20])[N:11]=1, predict the reactants needed to synthesize it. The reactants are: C(=O)([O-])[O-].[K+].[K+].[CH3:7]I.[Cl:9][C:10]1[N:18]=[C:17]2[C:13]([NH:14][C:15]([CH3:19])=[N:16]2)=[C:12]([Cl:20])[N:11]=1.O. (3) Given the product [CH3:1][O:2][C:3]1[C:8]([C:9]([NH:41][S:38]([CH3:37])(=[O:40])=[O:39])=[O:11])=[CH:7][C:6]([C:12]2[C:13]([N:28]3[CH:32]=[CH:31][C:30]([C:33]([F:35])([F:36])[F:34])=[N:29]3)=[N:14][C:15]([NH:18][C:19]3[CH:24]=[C:23]([CH3:25])[CH:22]=[C:21]([O:26][CH3:27])[CH:20]=3)=[N:16][CH:17]=2)=[CH:5][N:4]=1, predict the reactants needed to synthesize it. The reactants are: [CH3:1][O:2][C:3]1[C:8]([C:9]([OH:11])=O)=[CH:7][C:6]([C:12]2[C:13]([N:28]3[CH:32]=[CH:31][C:30]([C:33]([F:36])([F:35])[F:34])=[N:29]3)=[N:14][C:15]([NH:18][C:19]3[CH:24]=[C:23]([CH3:25])[CH:22]=[C:21]([O:26][CH3:27])[CH:20]=3)=[N:16][CH:17]=2)=[CH:5][N:4]=1.[CH3:37][S:38]([NH2:41])(=[O:40])=[O:39].C(N(CC)CC)C.[I-].ClC1C=CC=C[N+]=1C. (4) Given the product [NH2:16][C:8]1[CH:9]=[C:10]([CH:14]=[CH:15][C:7]=1[O:6][CH:3]([CH3:5])[CH3:4])[C:11]([NH2:13])=[O:12], predict the reactants needed to synthesize it. The reactants are: [BH4-].[Na+].[CH:3]([O:6][C:7]1[CH:15]=[CH:14][C:10]([C:11]([NH2:13])=[O:12])=[CH:9][C:8]=1[N+:16]([O-])=O)([CH3:5])[CH3:4]. (5) Given the product [C:1]([O:5][C:6]([N:8]1[CH2:9][CH2:10][C:11]2([C:15](=[O:16])[N:14]([C:17]3[CH:22]=[CH:21][C:20]([CH:23]4[CH2:28][CH2:27][CH:26]([N:37]5[CH2:40][CH2:39][CH2:38]5)[CH2:25][CH2:24]4)=[CH:19][C:18]=3[F:34])[CH2:13][CH2:12]2)[CH2:35][CH2:36]1)=[O:7])([CH3:3])([CH3:4])[CH3:2], predict the reactants needed to synthesize it. The reactants are: [C:1]([O:5][C:6]([N:8]1[CH2:36][CH2:35][C:11]2([C:15](=[O:16])[N:14]([C:17]3[CH:22]=[CH:21][C:20]([CH:23]4[CH2:28][CH2:27][CH:26](OS(C)(=O)=O)[CH2:25][CH2:24]4)=[CH:19][C:18]=3[F:34])[CH2:13][CH2:12]2)[CH2:10][CH2:9]1)=[O:7])([CH3:4])([CH3:3])[CH3:2].[NH:37]1[CH2:40][CH2:39][CH2:38]1. (6) Given the product [CH3:26][O:27][CH2:28][C@@H:29]1[CH2:33][CH2:32][CH2:31][N:30]1[CH2:2][C:3]1[CH:4]=[C:5]([CH:10]=[C:11]([CH3:13])[CH:12]=1)[C:6]([O:8][CH3:9])=[O:7], predict the reactants needed to synthesize it. The reactants are: O[CH2:2][C:3]1[CH:4]=[C:5]([CH:10]=[C:11]([CH3:13])[CH:12]=1)[C:6]([O:8][CH3:9])=[O:7].C(N(CC)CC)C.CS(Cl)(=O)=O.[CH3:26][O:27][CH2:28][C@@H:29]1[CH2:33][CH2:32][CH2:31][NH:30]1. (7) Given the product [CH2:39]([O:41][C:42]([CH:44]1[CH2:49][CH2:48][CH2:47][CH2:46][N:45]1[C:11]1[CH:10]=[C:9]([N:8]([C:6]([O:5][C:1]([CH3:3])([CH3:4])[CH3:2])=[O:7])[CH2:25][CH2:26][C:27]2[CH:28]=[CH:29][C:30]([O:33][C:34]([F:35])([F:36])[F:37])=[CH:31][CH:32]=2)[N:14]=[C:13]([O:15][CH3:16])[N:12]=1)=[O:43])[CH3:40], predict the reactants needed to synthesize it. The reactants are: [C:1]([O:5][C:6]([N:8]([CH2:25][CH2:26][C:27]1[CH:32]=[CH:31][C:30]([O:33][C:34]([F:37])([F:36])[F:35])=[CH:29][CH:28]=1)[C:9]1[N:14]=[C:13]([O:15][CH3:16])[N:12]=[C:11](OS(C(F)(F)F)(=O)=O)[CH:10]=1)=[O:7])([CH3:4])([CH3:3])[CH3:2].Cl.[CH2:39]([O:41][C:42]([CH:44]1[CH2:49][CH2:48][CH2:47][CH2:46][NH:45]1)=[O:43])[CH3:40].CCN(C(C)C)C(C)C. (8) Given the product [CH2:33]([O:32][C:30](=[O:31])[N:8]([C:9]1[CH:14]=[C:13]([C:15]([F:17])([F:18])[F:16])[N:12]=[C:11]([Cl:19])[C:10]=1[N+:20]([O-:22])=[O:21])[CH2:1][C:2]1[CH:3]=[CH:4][CH:5]=[CH:6][CH:7]=1)[CH3:34], predict the reactants needed to synthesize it. The reactants are: [CH2:1]([NH:8][C:9]1[CH:14]=[C:13]([C:15]([F:18])([F:17])[F:16])[N:12]=[C:11]([Cl:19])[C:10]=1[N+:20]([O-:22])=[O:21])[C:2]1[CH:7]=[CH:6][CH:5]=[CH:4][CH:3]=1.CC(C)([O-])C.[K+].Cl[C:30]([O:32][CH2:33][CH3:34])=[O:31]. (9) Given the product [C:1]([C:5]1[S:9]/[C:8](=[N:10]\[C:11](=[O:21])[C:12]2[CH:17]=[C:16]([Cl:18])[CH:15]=[CH:14][C:13]=2[O:19][CH3:20])/[N:7]([CH2:33][C@@H:34]2[CH2:38][CH2:37][C:36](=[O:39])[NH:35]2)[CH:6]=1)([CH3:4])([CH3:2])[CH3:3], predict the reactants needed to synthesize it. The reactants are: [C:1]([C:5]1[S:9][C:8]([NH:10][C:11](=[O:21])[C:12]2[CH:17]=[C:16]([Cl:18])[CH:15]=[CH:14][C:13]=2[O:19][CH3:20])=[N:7][CH:6]=1)([CH3:4])([CH3:3])[CH3:2].CC1C=CC(S(O[CH2:33][C@@H:34]2[CH2:38][CH2:37][C:36](=[O:39])[NH:35]2)(=O)=O)=CC=1.C(=O)([O-])[O-].[K+].[K+]. (10) Given the product [Br:21][CH2:1][C:2]1[CH:3]=[CH:4][C:5]([C:8]2[CH:13]=[CH:12][C:11]([N+:14]([O-:16])=[O:15])=[CH:10][C:9]=2[C:17]([F:20])([F:18])[F:19])=[N:6][CH:7]=1, predict the reactants needed to synthesize it. The reactants are: [CH3:1][C:2]1[CH:3]=[CH:4][C:5]([C:8]2[CH:13]=[CH:12][C:11]([N+:14]([O-:16])=[O:15])=[CH:10][C:9]=2[C:17]([F:20])([F:19])[F:18])=[N:6][CH:7]=1.[Br:21]N1C(=O)CCC1=O.C(OOC(=O)C1C=CC=CC=1)(=O)C1C=CC=CC=1.